From a dataset of NCI-60 drug combinations with 297,098 pairs across 59 cell lines. Regression. Given two drug SMILES strings and cell line genomic features, predict the synergy score measuring deviation from expected non-interaction effect. (1) Drug 1: COC1=CC(=CC(=C1O)OC)C2C3C(COC3=O)C(C4=CC5=C(C=C24)OCO5)OC6C(C(C7C(O6)COC(O7)C8=CC=CS8)O)O. Drug 2: CCN(CC)CCCC(C)NC1=C2C=C(C=CC2=NC3=C1C=CC(=C3)Cl)OC. Cell line: CAKI-1. Synergy scores: CSS=44.3, Synergy_ZIP=-6.69, Synergy_Bliss=-3.05, Synergy_Loewe=-21.4, Synergy_HSA=-0.401. (2) Drug 1: CN(C)N=NC1=C(NC=N1)C(=O)N. Drug 2: C1=C(C(=O)NC(=O)N1)N(CCCl)CCCl. Cell line: UACC62. Synergy scores: CSS=34.3, Synergy_ZIP=-4.84, Synergy_Bliss=0.823, Synergy_Loewe=0.528, Synergy_HSA=1.47. (3) Synergy scores: CSS=9.52, Synergy_ZIP=-5.37, Synergy_Bliss=-6.23, Synergy_Loewe=-11.8, Synergy_HSA=-4.27. Drug 2: CS(=O)(=O)CCNCC1=CC=C(O1)C2=CC3=C(C=C2)N=CN=C3NC4=CC(=C(C=C4)OCC5=CC(=CC=C5)F)Cl. Drug 1: C1=CC=C(C=C1)NC(=O)CCCCCCC(=O)NO. Cell line: SF-539. (4) Synergy scores: CSS=0.450, Synergy_ZIP=-1.00, Synergy_Bliss=-1.51, Synergy_Loewe=-2.11, Synergy_HSA=-2.11. Cell line: SNB-75. Drug 1: CC(C1=C(C=CC(=C1Cl)F)Cl)OC2=C(N=CC(=C2)C3=CN(N=C3)C4CCNCC4)N. Drug 2: CC(C)(C#N)C1=CC(=CC(=C1)CN2C=NC=N2)C(C)(C)C#N. (5) Drug 1: CN1C(=O)N2C=NC(=C2N=N1)C(=O)N. Drug 2: C1=NC(=NC(=O)N1C2C(C(C(O2)CO)O)O)N. Cell line: MDA-MB-435. Synergy scores: CSS=-4.40, Synergy_ZIP=-1.93, Synergy_Bliss=-16.9, Synergy_Loewe=-50.1, Synergy_HSA=-22.1.